Predict the reaction yield, written as a fraction of the theoretical maximum amount of product (1.0 means a 100% yield; for example, 0.34 means a 34% yield). From a dataset of Reaction yield outcomes from USPTO patents with 853,638 reactions. (1) The reactants are [Cl:1][C:2]1[CH:3]=[C:4]2[CH:10]=[CH:9][NH:8][C:5]2=[N:6][CH:7]=1.Cl.[CH3:12][NH:13][CH3:14].[CH2:15]=O. The catalyst is C(O)(C)C. The product is [Cl:1][C:2]1[CH:3]=[C:4]2[C:10]([CH2:12][N:13]([CH3:15])[CH3:14])=[CH:9][NH:8][C:5]2=[N:6][CH:7]=1. The yield is 0.910. (2) The reactants are Cl[CH2:2][CH2:3][C:4](Cl)=[O:5].[NH:7]1[C:15]2[C:10](=[CH:11][CH:12]=[CH:13][CH:14]=2)[CH2:9][CH2:8]1.Cl.[Al+3].[Cl-].[Cl-].[Cl-].[Na+].[Cl-]. The catalyst is CC(C)=O.O. The product is [CH2:9]1[C:10]2=[C:15]3[C:14](=[CH:13][CH:12]=[CH:11]2)[CH2:2][CH2:3][C:4](=[O:5])[N:7]3[CH2:8]1. The yield is 0.690. (3) The yield is 0.990. The catalyst is C(Cl)Cl. The product is [N:35]1[S:34][N:33]=[C:32]2[C:27]([S:24]([NH:23][C:17]3[CH:18]=[C:19]([I:22])[CH:20]=[CH:21][C:16]=3[C:15]([NH:14][C@@H:4]([CH2:5][C:6]3[CH:11]=[CH:10][C:9]([Cl:12])=[C:8]([Cl:13])[CH:7]=3)[C:3]([OH:37])=[O:2])=[O:36])(=[O:25])=[O:26])=[CH:28][CH:29]=[CH:30][C:31]=12. The reactants are C[O:2][C:3](=[O:37])[C@@H:4]([NH:14][C:15](=[O:36])[C:16]1[CH:21]=[CH:20][C:19]([I:22])=[CH:18][C:17]=1[NH:23][S:24]([C:27]1[C:32]2=[N:33][S:34][N:35]=[C:31]2[CH:30]=[CH:29][CH:28]=1)(=[O:26])=[O:25])[CH2:5][C:6]1[CH:11]=[CH:10][C:9]([Cl:12])=[C:8]([Cl:13])[CH:7]=1.COC(=O)[C@@H](NC(=O)C1C=CC(I)=CC=1N)CC1C=CC(Cl)=C(Cl)C=1.ClS(C1C2C(=NSN=2)C=CC=1)(=O)=O.N1C=CC=CC=1.NCCN(CCN)CCN. (4) The reactants are C([O:8][CH2:9][CH2:10][CH2:11][CH2:12][CH2:13][CH2:14][CH2:15][CH2:16][CH2:17][CH:18]([N:27]1[CH:31]=[CH:30][N:29]=[CH:28]1)[CH2:19][CH2:20][CH2:21][CH2:22][CH2:23][CH2:24][CH2:25][CH3:26])C1C=CC=CC=1.[H][H]. The catalyst is CCO.[Pd]. The product is [N:27]1([CH:18]([CH2:19][CH2:20][CH2:21][CH2:22][CH2:23][CH2:24][CH2:25][CH3:26])[CH2:17][CH2:16][CH2:15][CH2:14][CH2:13][CH2:12][CH2:11][CH2:10][CH2:9][OH:8])[CH:31]=[CH:30][N:29]=[CH:28]1. The yield is 0.810. (5) The reactants are C(Cl)(Cl)Cl.[Cl:5][C:6]1[CH:11]=[CH:10][C:9]([CH:12]2[C:16]([OH:17])=[C:15]([C:18]([CH3:20])=[O:19])[CH2:14][S:13]2)=[CH:8][CH:7]=1.S(Cl)(Cl)(=O)=O.O. The catalyst is C(O)(C)C. The product is [Cl:5][C:6]1[CH:7]=[CH:8][C:9]([C:12]2[S:13][CH:14]=[C:15]([C:18]([CH3:20])=[O:19])[C:16]=2[OH:17])=[CH:10][CH:11]=1. The yield is 0.770. (6) The reactants are [Cl:1][C:2]1[CH:7]=[C:6]([Cl:8])[CH:5]=[CH:4][C:3]=1[C:9]1[N:10]=[C:11](/[CH:18]=[CH:19]/[C:20]2[CH:25]=[CH:24][C:23]([O:26][CH3:27])=[CH:22][CH:21]=2)[N:12]([CH2:14][C:15]([OH:17])=O)[CH:13]=1.[CH:28]([NH:31][CH:32]([CH3:34])[CH3:33])([CH3:30])[CH3:29]. No catalyst specified. The product is [Cl:1][C:2]1[CH:7]=[C:6]([Cl:8])[CH:5]=[CH:4][C:3]=1[C:9]1[N:10]=[C:11](/[CH:18]=[CH:19]/[C:20]2[CH:25]=[CH:24][C:23]([O:26][CH3:27])=[CH:22][CH:21]=2)[N:12]([CH2:14][C:15]([N:31]([CH:32]([CH3:34])[CH3:33])[CH:28]([CH3:30])[CH3:29])=[O:17])[CH:13]=1. The yield is 0.580. (7) The reactants are [Cl:1][C:2]1[C:11]2[C:6](=[CH:7][C:8]([O:14][CH2:15][CH:16]3[CH2:21][CH2:20][N:19]([CH3:22])[CH2:18][CH2:17]3)=[C:9]([O:12][CH3:13])[CH:10]=2)[N:5]=[CH:4][N:3]=1.[Br:23][C:24]1[CH:30]=[CH:29][C:27]([NH2:28])=[C:26]([F:31])[CH:25]=1.Cl. The catalyst is C(O)(C)C. The product is [ClH:1].[Br:23][C:24]1[CH:30]=[CH:29][C:27]([NH:28][C:2]2[C:11]3[C:6](=[CH:7][C:8]([O:14][CH2:15][CH:16]4[CH2:21][CH2:20][N:19]([CH3:22])[CH2:18][CH2:17]4)=[C:9]([O:12][CH3:13])[CH:10]=3)[N:5]=[CH:4][N:3]=2)=[C:26]([F:31])[CH:25]=1. The yield is 0.900.